The task is: Predict the reactants needed to synthesize the given product.. This data is from Full USPTO retrosynthesis dataset with 1.9M reactions from patents (1976-2016). (1) Given the product [Cl:1][C:2]1[CH:7]=[CH:6][C:5]([C@H:8]([NH:13][C:19]2[C:20]3[CH:28]=[CH:27][CH:26]=[C:25]([C:29]([NH2:31])=[O:30])[C:21]=3[N:22]=[N:23][N:24]=2)[CH2:9][N:10]([CH3:11])[CH3:12])=[CH:4][C:3]=1[C:14]([F:15])([F:16])[F:17], predict the reactants needed to synthesize it. The reactants are: [Cl:1][C:2]1[CH:7]=[CH:6][C:5]([C@H:8]([NH2:13])[CH2:9][N:10]([CH3:12])[CH3:11])=[CH:4][C:3]=1[C:14]([F:17])([F:16])[F:15].O[C:19]1[C:20]2[CH:28]=[CH:27][CH:26]=[C:25]([C:29]([NH2:31])=[O:30])[C:21]=2[N:22]=[N:23][N:24]=1. (2) Given the product [CH2:1]([O:3][C:4]([C:6]1[N:18]([C@H:35]([CH3:37])[CH2:36][NH:32][C:30]([O:29][C:25]([CH3:28])([CH3:27])[CH3:26])=[O:31])[C:9]2=[N:10][C:11]([Cl:17])=[C:12]([O:14][CH2:15][CH3:16])[CH:13]=[C:8]2[CH:7]=1)=[O:5])[CH3:2], predict the reactants needed to synthesize it. The reactants are: [CH2:1]([O:3][C:4]([C:6]1[NH:18][C:9]2=[N:10][C:11]([Cl:17])=[C:12]([O:14][CH2:15][CH3:16])[CH:13]=[C:8]2[CH:7]=1)=[O:5])[CH3:2].CC(C)([O-])C.[K+].[C:25]([O:29][C:30]([N:32]1[CH2:36][C@H:35]([CH3:37])OS1(=O)=O)=[O:31])([CH3:28])([CH3:27])[CH3:26].